Dataset: Forward reaction prediction with 1.9M reactions from USPTO patents (1976-2016). Task: Predict the product of the given reaction. (1) Given the reactants [Br:1][C:2]1[CH:7]=[CH:6][C:5](I)=[CH:4][CH:3]=1.[NH:9]1[CH2:14][CH2:13][CH:12]([O:15][C:16]2[CH:21]=[CH:20][N:19]=[CH:18][CH:17]=2)[CH2:11][CH2:10]1.C1(P(C2C=CC=CC=2)C2C3OC4C(=CC=CC=4P(C4C=CC=CC=4)C4C=CC=CC=4)C(C)(C)C=3C=CC=2)C=CC=CC=1.CC(C)([O-])C.[Na+], predict the reaction product. The product is: [Br:1][C:2]1[CH:7]=[CH:6][C:5]([N:19]2[CH2:20][CH2:21][CH:16]([O:15][C:12]3[CH:13]=[CH:14][N:9]=[CH:10][CH:11]=3)[CH2:17][CH2:18]2)=[CH:4][CH:3]=1. (2) Given the reactants Cl[C:2]1[N:3]=[N:4][C:5]([CH3:27])=[C:6]([C:17]2[CH:26]=[CH:25][C:24]3[C:19](=[CH:20][CH:21]=[CH:22][CH:23]=3)[CH:18]=2)[C:7]=1[C:8]1[C:13]([F:14])=[CH:12][C:11]([F:15])=[CH:10][C:9]=1[F:16].[F-:28].[K+].CS(C)=O, predict the reaction product. The product is: [F:28][C:2]1[N:3]=[N:4][C:5]([CH3:27])=[C:6]([C:17]2[CH:26]=[CH:25][C:24]3[C:19](=[CH:20][CH:21]=[CH:22][CH:23]=3)[CH:18]=2)[C:7]=1[C:8]1[C:13]([F:14])=[CH:12][C:11]([F:15])=[CH:10][C:9]=1[F:16]. (3) Given the reactants [F:1][C:2]1[CH:7]=[CH:6][C:5]([S:8][CH2:9][CH:10]2[CH2:15][CH2:14][CH:13]([CH3:16])[CH2:12][CH:11]2[C:17]([OH:19])=O)=[CH:4][CH:3]=1.C1CN([P+](O[N:37]2N=[N:44][C:39]3C=CC=C[C:38]2=3)(N2CCCC2)N2CCCC2)CC1.F[P-](F)(F)(F)(F)F.Cl.NCC#N.C(N(CC)CC)C.C(=O)([O-])O.[Na+], predict the reaction product. The product is: [C:38]([CH2:39][NH:44][C:17]([CH:11]1[CH2:12][CH:13]([CH3:16])[CH2:14][CH2:15][CH:10]1[CH2:9][S:8][C:5]1[CH:4]=[CH:3][C:2]([F:1])=[CH:7][CH:6]=1)=[O:19])#[N:37]. (4) Given the reactants [NH:10]1[CH2:11][CH2:12][CH:7]([CH:7]2[CH2:12][CH2:11][NH:10][CH2:9][CH2:8]2)[CH2:8][CH2:9]1.F[C:14]1[CH:19]=[CH:18][C:17]([N+:20]([O-:22])=[O:21])=[CH:16][CH:15]=1, predict the reaction product. The product is: [N+:20]([C:17]1[CH:18]=[CH:19][C:14]([N:10]2[CH2:11][CH2:12][CH:7]([N:10]3[CH2:9][CH2:8][CH2:7][CH2:12][CH2:11]3)[CH2:8][CH2:9]2)=[CH:15][CH:16]=1)([O-:22])=[O:21].